This data is from Full USPTO retrosynthesis dataset with 1.9M reactions from patents (1976-2016). The task is: Predict the reactants needed to synthesize the given product. (1) Given the product [C:1]([O:5][C:6]([N:8]1[C:16]2[C:11](=[CH:12][C:13]([C:22]#[C:21][CH2:20][CH2:19][CH2:18][OH:23])=[CH:14][CH:15]=2)[CH2:10][CH2:9]1)=[O:7])([CH3:4])([CH3:3])[CH3:2], predict the reactants needed to synthesize it. The reactants are: [C:1]([O:5][C:6]([N:8]1[C:16]2[C:11](=[CH:12][C:13](Br)=[CH:14][CH:15]=2)[CH2:10][CH2:9]1)=[O:7])([CH3:4])([CH3:3])[CH3:2].[CH2:18]([OH:23])[CH2:19][CH2:20][C:21]#[CH:22].Cl. (2) Given the product [CH2:27]([O:26][C:24](=[O:25])[CH:23]=[C:22]([C:2]1[CH:7]=[CH:6][N:5]=[C:4]([O:8][CH3:9])[C:3]=1[CH2:10][O:11][CH2:12][O:13][CH3:14])[CH2:29][CH3:30])[CH3:28], predict the reactants needed to synthesize it. The reactants are: I[C:2]1[CH:7]=[CH:6][N:5]=[C:4]([O:8][CH3:9])[C:3]=1[CH2:10][O:11][CH2:12][O:13][CH3:14].[Li+].[Cl-].C([Sn](CCCC)(CCCC)/[C:22](/[CH2:29][CH3:30])=[CH:23]/[C:24]([O:26][CH2:27][CH3:28])=[O:25])CCC. (3) Given the product [CH:1]([C:3]1[CH:4]=[CH:5][C:6]([NH:9][C:10](=[O:18])[CH2:11][S:12][CH2:13][CH2:14][C:32]([O:34][CH3:35])=[O:33])=[CH:7][CH:8]=1)=[O:2], predict the reactants needed to synthesize it. The reactants are: [CH:1]([C:3]1[CH:8]=[CH:7][C:6]([NH:9][C:10](=[O:18])[CH2:11][S:12][CH2:13][C:14](OC)=O)=[CH:5][CH:4]=1)=[O:2].OCC1C=CC(NC(=O)CSC[C:32]([O:34][CH3:35])=[O:33])=CC=1. (4) Given the product [CH:9]1([N:6]2[C:7](=[O:8])[C:2]([CH2:17][CH3:18])([N:1]3[C:42](=[O:43])[C:41]4=[CH:45][CH:46]=[CH:47][CH:48]=[C:40]4[C:39]3=[O:44])[C:3](=[O:16])[NH:4][C:5]2=[O:15])[CH2:14][CH2:13][CH2:12][CH2:11][CH2:10]1, predict the reactants needed to synthesize it. The reactants are: [NH2:1][C:2]1([CH2:17][CH3:18])[C:7](=[O:8])[N:6]([CH:9]2[CH2:14][CH2:13][CH2:12][CH2:11][CH2:10]2)[C:5](=[O:15])[NH:4][C:3]1=[O:16].N(C1(CC)C(=O)N(C2CCCCC2)C(=O)NC1=O)=[N+]=[N-].[C:39]1(=O)[O:44][C:42](=[O:43])[C:41]2=[CH:45][CH:46]=[CH:47][CH:48]=[C:40]12.